This data is from Full USPTO retrosynthesis dataset with 1.9M reactions from patents (1976-2016). The task is: Predict the reactants needed to synthesize the given product. (1) Given the product [Br:28][C:29]1[S:33][C:32]([NH:34][C:12]([NH:10][S:7]([C:4]2[CH:3]=[C:2]([CH3:1])[S:6][CH:5]=2)(=[O:9])=[O:8])=[O:13])=[N:31][C:30]=1[CH2:35][CH3:36], predict the reactants needed to synthesize it. The reactants are: [CH3:1][C:2]1[S:6][CH:5]=[C:4]([S:7]([NH2:10])(=[O:9])=[O:8])[CH:3]=1.Cl[C:12](OC1C=CC=CC=1)=[O:13].C(N(CC)CC)C.[Br:28][C:29]1[S:33][C:32]([NH2:34])=[N:31][C:30]=1[CH2:35][CH3:36]. (2) The reactants are: [C:1](=[NH:24])([O:3][CH2:4][CH2:5][C:6]1[CH:11]=[CH:10][C:9]([O:12][C:13]2[CH:18]=[C:17]([C:19]([F:22])([F:21])[F:20])[CH:16]=[C:15]([Cl:23])[CH:14]=2)=[CH:8][CH:7]=1)[NH2:2].[CH:25]([CH:27]([CH2:32][C:33]1[CH:34]=[N:35][C:36]([O:39][CH3:40])=[N:37][CH:38]=1)[C:28](OC)=O)=[O:26].C([O-])([O-])=O.[K+].[K+]. Given the product [Cl:23][C:15]1[CH:14]=[C:13]([O:12][C:9]2[CH:8]=[CH:7][C:6]([CH2:5][CH2:4][O:3][C:1]3[NH:2][CH:28]=[C:27]([CH2:32][C:33]4[CH:34]=[N:35][C:36]([O:39][CH3:40])=[N:37][CH:38]=4)[C:25](=[O:26])[N:24]=3)=[CH:11][CH:10]=2)[CH:18]=[C:17]([C:19]([F:21])([F:22])[F:20])[CH:16]=1, predict the reactants needed to synthesize it.